Dataset: Catalyst prediction with 721,799 reactions and 888 catalyst types from USPTO. Task: Predict which catalyst facilitates the given reaction. (1) Reactant: [F:1][C:2]1([F:19])[CH2:18][C:4]2([CH2:7][CH:6]([C:8]([O:10]CC3C=CC=CC=3)=[O:9])[CH2:5]2)[CH2:3]1. Product: [F:1][C:2]1([F:19])[CH2:3][C:4]2([CH2:7][CH:6]([C:8]([OH:10])=[O:9])[CH2:5]2)[CH2:18]1. The catalyst class is: 350. (2) Reactant: F[C:2]1[CH:7]=[CH:6][C:5]([N+:8]([O-])=O)=[CH:4][CH:3]=1.C(=O)([O-])[O-].[K+].[K+].[OH:17][C@H:18]1[CH2:22][NH:21][C@H:20]([C:23]([OH:25])=[O:24])[CH2:19]1.Cl. Product: [NH2:8][C:5]1[CH:6]=[CH:7][C:2]([N:21]2[CH2:22][CH:18]([OH:17])[CH2:19][CH:20]2[C:23]([OH:25])=[O:24])=[CH:3][CH:4]=1. The catalyst class is: 6. (3) Reactant: [C:1]([C:3]1[C:4]([I:25])=[C:5]([C:20]([O:22][CH2:23][CH3:24])=[O:21])[S:6][C:7]=1[NH:8]CC1C=CC(OC)=CC=1OC)#[N:2].FC(F)(F)C(O)=O. The catalyst class is: 4. Product: [NH2:8][C:7]1[S:6][C:5]([C:20]([O:22][CH2:23][CH3:24])=[O:21])=[C:4]([I:25])[C:3]=1[C:1]#[N:2]. (4) Reactant: C[Si]([C:5]#[C:6][C:7]1[CH:8]=[C:9]2[C:13](=[CH:14][CH:15]=1)[N:12](C(=O)C)[N:11]=[CH:10]2)(C)C.[OH-].[K+]. Product: [C:6]([C:7]1[CH:8]=[C:9]2[C:13](=[CH:14][CH:15]=1)[NH:12][N:11]=[CH:10]2)#[CH:5]. The catalyst class is: 24. (5) Reactant: CO.[F:3][C:4]1[C:11]([F:12])=[C:10]([CH2:13]Br)[C:9]([F:15])=[C:8]([F:16])[C:5]=1[CH2:6][OH:7]. Product: [F:3][C:4]1[C:11]([F:12])=[C:10]([CH3:13])[C:9]([F:15])=[C:8]([F:16])[C:5]=1[CH2:6][OH:7]. The catalyst class is: 386.